This data is from Catalyst prediction with 721,799 reactions and 888 catalyst types from USPTO. The task is: Predict which catalyst facilitates the given reaction. Reactant: C([O:8][C:9]1[C:10]2[CH:30]=[CH:29][CH:28]=[CH:27][C:11]=2[C:12]2[C@H:13]([CH2:25][Cl:26])[CH2:14][N:15]([C:18]([O:20][C:21]([CH3:24])([CH3:23])[CH3:22])=[O:19])[C:16]=2[CH:17]=1)C1C=CC=CC=1.C([O-])=O.[NH4+]. Product: [Cl:26][CH2:25][C@H:13]1[C:12]2[C:11]3[CH:27]=[CH:28][CH:29]=[CH:30][C:10]=3[C:9]([OH:8])=[CH:17][C:16]=2[N:15]([C:18]([O:20][C:21]([CH3:24])([CH3:23])[CH3:22])=[O:19])[CH2:14]1. The catalyst class is: 123.